This data is from Catalyst prediction with 721,799 reactions and 888 catalyst types from USPTO. The task is: Predict which catalyst facilitates the given reaction. (1) Reactant: [CH2:1]([CH:8]1[CH2:13][CH2:12][N:11]([C:14]([C:16]2[S:17][CH:18]=[C:19]([C:21]3[CH:26]=[C:25]([Br:27])[C:24]([OH:28])=[C:23]([Br:29])[C:22]=3[OH:30])[N:20]=2)=[O:15])[CH2:10][CH2:9]1)[C:2]1[CH:7]=[CH:6][CH:5]=[CH:4][CH:3]=1.N1C=CC=CC=1.[C:37](Cl)(=[O:42])[C:38]([CH3:41])([CH3:40])[CH3:39]. Product: [C:37]([O:28][C:24]1[C:25]([Br:27])=[CH:26][C:21]([C:19]2[N:20]=[C:16]([C:14]([N:11]3[CH2:12][CH2:13][CH:8]([CH2:1][C:2]4[CH:7]=[CH:6][CH:5]=[CH:4][CH:3]=4)[CH2:9][CH2:10]3)=[O:15])[S:17][CH:18]=2)=[C:22]([OH:30])[C:23]=1[Br:29])(=[O:42])[C:38]([CH3:41])([CH3:40])[CH3:39]. The catalyst class is: 4. (2) Reactant: [F:1][C:2]([F:15])([C:8]1[CH:13]=[CH:12][C:11]([F:14])=[CH:10][CH:9]=1)[C:3](OCC)=[O:4].[BH4-].[Na+]. Product: [F:15][C:2]([F:1])([C:8]1[CH:13]=[CH:12][C:11]([F:14])=[CH:10][CH:9]=1)[CH2:3][OH:4]. The catalyst class is: 8. (3) Reactant: [CH2:1]([O:8][C:9]([NH:11][CH:12]([C:29]1[CH:34]=[CH:33][C:32]([C:35]#[N:36])=[CH:31][CH:30]=1)[P:13]([O:22][C:23]1[CH:28]=[CH:27][CH:26]=[CH:25][CH:24]=1)(=[O:21])[O:14][C:15]1[CH:20]=[CH:19][CH:18]=[CH:17][CH:16]=1)=[O:10])[C:2]1[CH:7]=[CH:6][CH:5]=[CH:4][CH:3]=1.[NH3:37]. Product: [CH2:1]([O:8][C:9]([NH:11][CH:12]([C:29]1[CH:30]=[CH:31][C:32]([C:35](=[NH:37])[NH2:36])=[CH:33][CH:34]=1)[P:13]([O:14][C:15]1[CH:20]=[CH:19][CH:18]=[CH:17][CH:16]=1)(=[O:21])[O:22][C:23]1[CH:24]=[CH:25][CH:26]=[CH:27][CH:28]=1)=[O:10])[C:2]1[CH:7]=[CH:6][CH:5]=[CH:4][CH:3]=1. The catalyst class is: 71. (4) Product: [Cl:34][C:31]1[CH:30]=[CH:29][C:28]([C:26]2[CH:25]=[N:24][CH:23]=[C:22]([CH2:21][O:17][C:4]3[CH:5]=[CH:6][C:7]([CH2:8][CH2:9][CH2:10][CH2:11][N:12]4[CH:16]=[CH:15][N:14]=[N:13]4)=[C:2]([CH3:1])[CH:3]=3)[CH:27]=2)=[CH:33][CH:32]=1. Reactant: [CH3:1][C:2]1[CH:3]=[C:4]([OH:17])[CH:5]=[CH:6][C:7]=1[CH2:8][CH2:9][CH2:10][CH2:11][N:12]1[CH:16]=[CH:15][N:14]=[N:13]1.[H-].[Na+].Cl[CH2:21][C:22]1[CH:23]=[N:24][CH:25]=[C:26]([C:28]2[CH:33]=[CH:32][C:31]([Cl:34])=[CH:30][CH:29]=2)[CH:27]=1.O. The catalyst class is: 9. (5) Reactant: [C:1]([O:7][C:8]([CH3:11])([CH3:10])[CH3:9])(=[O:6])[CH2:2][C:3]([CH3:5])=O.Cl[CH2:13][CH:14]=O.C([O-])(=O)C.[NH4+:20].N. Product: [CH3:5][C:3]1[NH:20][CH:13]=[CH:14][C:2]=1[C:1]([O:7][C:8]([CH3:11])([CH3:10])[CH3:9])=[O:6]. The catalyst class is: 6.